Dataset: Forward reaction prediction with 1.9M reactions from USPTO patents (1976-2016). Task: Predict the product of the given reaction. (1) Given the reactants [F:1][C:2]([F:32])([F:31])[C:3]1[CH:26]=[C:25]([C:27]([F:30])([F:29])[F:28])[CH:24]=[CH:23][C:4]=1[CH2:5][N:6]1[C:14]2[C:9](=[CH:10][C:11](/[CH:15]=[C:16]3/[C:17](=[O:22])[NH:18][C:19](=[O:21])[S:20]/3)=[CH:12][CH:13]=2)[CH:8]=[N:7]1.Cl[CH2:34][CH2:35][N:36]1[CH:40]=[N:39][CH:38]=[N:37]1.C([O-])([O-])=O.[K+].[K+], predict the reaction product. The product is: [F:32][C:2]([F:31])([F:1])[C:3]1[CH:26]=[C:25]([C:27]([F:29])([F:28])[F:30])[CH:24]=[CH:23][C:4]=1[CH2:5][N:6]1[C:14]2[C:9](=[CH:10][C:11](/[CH:15]=[C:16]3/[C:17](=[O:22])[N:18]([CH2:34][CH2:35][N:36]4[CH:40]=[N:39][CH:38]=[N:37]4)[C:19](=[O:21])[S:20]/3)=[CH:12][CH:13]=2)[CH:8]=[N:7]1. (2) The product is: [C:1]([O:5][C:6](=[O:30])[NH:7][C@@H:8]1[C:9](=[O:29])[N:10]([CH2:37][C:38]([F:41])([F:40])[F:39])[C:11]2[CH:28]=[CH:27][CH:26]=[CH:25][C:12]=2[N:13]([CH2:15][CH2:16][O:17][CH2:18][C:19]2[CH:24]=[CH:23][CH:22]=[CH:21][CH:20]=2)[CH2:14]1)([CH3:4])([CH3:2])[CH3:3]. Given the reactants [C:1]([O:5][C:6](=[O:30])[NH:7][C@H:8]1[CH2:14][N:13]([CH2:15][CH2:16][O:17][CH2:18][C:19]2[CH:24]=[CH:23][CH:22]=[CH:21][CH:20]=2)[C:12]2[CH:25]=[CH:26][CH:27]=[CH:28][C:11]=2[NH:10][C:9]1=[O:29])([CH3:4])([CH3:3])[CH3:2].FC(F)(F)S(O[CH2:37][C:38]([F:41])([F:40])[F:39])(=O)=O.C[Si]([N-][Si](C)(C)C)(C)C.[Li+], predict the reaction product. (3) Given the reactants [Cl:1][C:2]1[N:7]=[C:6]([CH3:8])[N:5]=[C:4]([N:9]([CH3:11])[CH3:10])[C:3]=1[F:12].[NH2:13][C@@H:14]1[CH2:19][CH2:18][C@H:17]([NH:20][C:21](=[O:30])[C:22]2[CH:27]=[CH:26][C:25]([F:28])=[C:24]([Cl:29])[CH:23]=2)[CH2:16][CH2:15]1, predict the reaction product. The product is: [ClH:1].[Cl:29][C:24]1[CH:23]=[C:22]([CH:27]=[CH:26][C:25]=1[F:28])[C:21]([NH:20][C@H:17]1[CH2:16][CH2:15][C@@H:14]([NH:13][C:2]2[C:3]([F:12])=[C:4]([N:9]([CH3:11])[CH3:10])[N:5]=[C:6]([CH3:8])[N:7]=2)[CH2:19][CH2:18]1)=[O:30]. (4) Given the reactants C([O:3][C:4]([C:6]1([C:9]2[CH:14]=[CH:13][C:12]([C:15]3[CH:20]=[CH:19][C:18]([C:21]4[S:22][C:23]([F:39])=[CH:24][C:25]=4[NH:26][C:27]([O:29][C@@H:30]([C:32]4[CH:37]=[CH:36][C:35]([F:38])=[CH:34][CH:33]=4)[CH3:31])=[O:28])=[CH:17][C:16]=3[O:40][CH3:41])=[CH:11][CH:10]=2)[CH2:8][CH2:7]1)=[O:5])C.[OH-].[Na+].Cl, predict the reaction product. The product is: [F:39][C:23]1[S:22][C:21]([C:18]2[CH:19]=[CH:20][C:15]([C:12]3[CH:13]=[CH:14][C:9]([C:6]4([C:4]([OH:5])=[O:3])[CH2:7][CH2:8]4)=[CH:10][CH:11]=3)=[C:16]([O:40][CH3:41])[CH:17]=2)=[C:25]([NH:26][C:27]([O:29][C@@H:30]([C:32]2[CH:37]=[CH:36][C:35]([F:38])=[CH:34][CH:33]=2)[CH3:31])=[O:28])[CH:24]=1. (5) Given the reactants Cl[C:2]1[C:11]2[C:6](=[CH:7][CH:8]=[C:9]([Cl:12])[N:10]=2)[N:5]=[CH:4][C:3]=1[C:13](=[O:15])[CH3:14].[NH2:16][C:17]1[CH:18]=[N:19][C:20]([N:23]2[CH2:27][CH2:26][CH:25]([NH:28][C:29](=[O:35])[O:30][C:31]([CH3:34])([CH3:33])[CH3:32])[CH2:24]2)=[N:21][CH:22]=1, predict the reaction product. The product is: [C:13]([C:3]1[CH:4]=[N:5][C:6]2[C:11]([C:2]=1[NH:16][C:17]1[CH:22]=[N:21][C:20]([N:23]3[CH2:27][CH2:26][CH:25]([NH:28][C:29](=[O:35])[O:30][C:31]([CH3:33])([CH3:32])[CH3:34])[CH2:24]3)=[N:19][CH:18]=1)=[N:10][C:9]([Cl:12])=[CH:8][CH:7]=2)(=[O:15])[CH3:14]. (6) The product is: [Cl:8][C:5]1[CH:4]=[C:3]2[C:2](=[CH:7][CH:6]=1)[N:1]=[C:22]([CH:18]1[CH2:21][CH2:20][CH2:19]1)[C:23]([C:24]#[N:25])=[C:9]2[C:11]1[CH:16]=[CH:15][CH:14]=[C:13]([Cl:17])[CH:12]=1. Given the reactants [NH2:1][C:2]1[CH:7]=[CH:6][C:5]([Cl:8])=[CH:4][C:3]=1[C:9]([C:11]1[CH:16]=[CH:15][CH:14]=[C:13]([Cl:17])[CH:12]=1)=O.[CH:18]1([C:22](=O)[CH2:23][C:24]#[N:25])[CH2:21][CH2:20][CH2:19]1, predict the reaction product. (7) Given the reactants [CH3:1][O:2][CH2:3][C@H:4]([CH3:31])[O:5][C:6]1[CH:7]=[C:8]([C:23]2[NH:27][C:26]([C:28]([OH:30])=O)=[CH:25][CH:24]=2)[CH:9]=[C:10]([O:12][C:13]2[CH:18]=[CH:17][C:16]([S:19]([CH3:22])(=[O:21])=[O:20])=[CH:15][CH:14]=2)[CH:11]=1.[NH2:32][CH2:33][CH:34]([OH:36])[CH3:35].CCN=C=NCCCN(C)C.Cl.Cl, predict the reaction product. The product is: [OH:36][C@H:34]([CH3:35])[CH2:33][NH:32][C:28]([C:26]1[NH:27][C:23]([C:8]2[CH:9]=[C:10]([O:12][C:13]3[CH:14]=[CH:15][C:16]([S:19]([CH3:22])(=[O:20])=[O:21])=[CH:17][CH:18]=3)[CH:11]=[C:6]([O:5][C@@H:4]([CH3:31])[CH2:3][O:2][CH3:1])[CH:7]=2)=[CH:24][CH:25]=1)=[O:30].